This data is from Full USPTO retrosynthesis dataset with 1.9M reactions from patents (1976-2016). The task is: Predict the reactants needed to synthesize the given product. (1) Given the product [CH3:28][N:2]([CH3:1])[CH2:3][CH2:4][CH2:5][CH2:6][O:7][C:8]1[CH:9]=[CH:10][C:11]([N:14]([CH2:29][CH3:30])[S:15]([C:18]2[CH:19]=[CH:20][C:21]([C:24]([F:26])([F:27])[F:25])=[CH:22][CH:23]=2)(=[O:17])=[O:16])=[CH:12][CH:13]=1, predict the reactants needed to synthesize it. The reactants are: [CH3:1][N:2]([CH3:28])[CH2:3][CH2:4][CH2:5][CH2:6][O:7][C:8]1[CH:13]=[CH:12][C:11]([NH:14][S:15]([C:18]2[CH:23]=[CH:22][C:21]([C:24]([F:27])([F:26])[F:25])=[CH:20][CH:19]=2)(=[O:17])=[O:16])=[CH:10][CH:9]=1.[CH2:29](O)[CH3:30]. (2) Given the product [ClH:36].[F:34][C:2]([F:1])([F:35])[CH2:3][O:4][C:5]([N:7]1[CH2:13][C@H:12]([NH2:14])[C:11](=[O:22])[NH:10][C:9]2[CH:28]=[C:29]([F:33])[C:30]([F:32])=[CH:31][C:8]1=2)=[O:6], predict the reactants needed to synthesize it. The reactants are: [F:1][C:2]([F:35])([F:34])[CH2:3][O:4][C:5]([N:7]1[CH2:13][C@H:12]([NH:14]C(OC(C)(C)C)=O)[C:11](=[O:22])[N:10](CC(F)(F)F)[C:9]2[CH:28]=[C:29]([F:33])[C:30]([F:32])=[CH:31][C:8]1=2)=[O:6].[ClH:36]. (3) Given the product [F:19][C:2]([F:1])([F:18])[C:3]([N:5]1[CH2:6][CH2:7][C:8]2[CH:15]=[C:14]([I:16])[C:13]([O:17][CH2:21][C:22](=[O:23])[C:24]3[CH:29]=[CH:28][CH:27]=[CH:26][CH:25]=3)=[CH:12][C:9]=2[CH2:10][CH2:11]1)=[O:4], predict the reactants needed to synthesize it. The reactants are: [F:1][C:2]([F:19])([F:18])[C:3]([N:5]1[CH2:11][CH2:10][C:9]2[CH:12]=[C:13]([OH:17])[C:14]([I:16])=[CH:15][C:8]=2[CH2:7][CH2:6]1)=[O:4].Br[CH2:21][C:22]([C:24]1[CH:29]=[CH:28][CH:27]=[CH:26][CH:25]=1)=[O:23].C(=O)([O-])[O-].[K+].[K+].